This data is from Reaction yield outcomes from USPTO patents with 853,638 reactions. The task is: Predict the reaction yield, written as a fraction of the theoretical maximum amount of product (1.0 means a 100% yield; for example, 0.34 means a 34% yield). (1) The reactants are [CH2:1]([O:4][C:5]1([CH3:49])[CH2:10][CH2:9][N:8]([C:11]2[N:16]3[N:17]=[C:18]([CH2:20][N:21]4[CH:25]=[C:24]([C:26]5[CH:31]=[CH:30][CH:29]=[CH:28][C:27]=5[CH2:32][O:33][CH2:34][CH:35]=C)[N:23]=[N:22]4)[CH:19]=[C:15]3[N:14]=[C:13]([CH3:37])[C:12]=2[C@H:38]([O:44][C:45]([CH3:48])([CH3:47])[CH3:46])[C:39]([O:41][CH2:42][CH3:43])=[O:40])[CH2:7][CH2:6]1)[CH:2]=C. The catalyst is ClCCCl.CC1C=C(C)C(N2C(=[Ru](Cl)(Cl)=CC3C=CC=CC=3OC(C)C)N(C3C(C)=CC(C)=CC=3C)CC2)=C(C)C=1. The product is [C:45]([O:44][C@@H:38]([C:12]1[C:13]([CH3:37])=[N:14][C:15]2=[CH:19][C:18]3=[N:17][N:16]2[C:11]=1[N:8]1[CH2:9][CH2:10][C:5]([CH3:49])([O:4][CH2:1][CH:2]=[CH:35][CH2:34][O:33][CH2:32][C:27]2[CH:28]=[CH:29][CH:30]=[CH:31][C:26]=2[C:24]2[N:23]=[N:22][N:21]([CH:25]=2)[CH2:20]3)[CH2:6][CH2:7]1)[C:39]([O:41][CH2:42][CH3:43])=[O:40])([CH3:46])([CH3:47])[CH3:48]. The yield is 0.169. (2) The reactants are [NH2:1][C:2]1[CH:3]=[CH:4][C:5]2[CH2:11][CH2:10][CH:9]([NH:12][CH2:13][CH2:14][OH:15])[CH2:8][CH2:7][C:6]=2[C:16]=1[O:17][CH3:18].Cl[C:20]1[N:25]=[C:24]([NH:26][C@@H:27]2[C@@H:32]3[CH2:33][C@@H:29]([CH:30]=[CH:31]3)[C@@H:28]2[C:34]([NH2:36])=[O:35])[C:23]([Cl:37])=[CH:22][N:21]=1. No catalyst specified. The product is [Cl:37][C:23]1[C:24]([NH:26][CH:27]2[CH:32]3[CH2:33][CH:29]([CH:30]=[CH:31]3)[CH:28]2[C:34]([NH2:36])=[O:35])=[N:25][C:20]([NH:1][C:2]2[CH:3]=[CH:4][C:5]3[CH2:11][CH2:10][CH:9]([NH:12][CH2:13][CH2:14][OH:15])[CH2:8][CH2:7][C:6]=3[C:16]=2[O:17][CH3:18])=[N:21][CH:22]=1. The yield is 0.165.